Task: Regression. Given a peptide amino acid sequence and an MHC pseudo amino acid sequence, predict their binding affinity value. This is MHC class II binding data.. Dataset: Peptide-MHC class II binding affinity with 134,281 pairs from IEDB (1) The peptide sequence is PELKPGESRHTSDHM. The MHC is HLA-DQA10501-DQB10201 with pseudo-sequence HLA-DQA10501-DQB10201. The binding affinity (normalized) is 0. (2) The peptide sequence is VHAVKPVTEEPGMAK. The MHC is DRB1_0802 with pseudo-sequence DRB1_0802. The binding affinity (normalized) is 0.377.